From a dataset of Forward reaction prediction with 1.9M reactions from USPTO patents (1976-2016). Predict the product of the given reaction. (1) Given the reactants [Br:1][C:2]1[CH:10]=[CH:9][C:5]([C:6]([OH:8])=[O:7])=[CH:4][CH:3]=1.C(OC(O[C:14]([CH3:17])([CH3:16])[CH3:15])=O)(O[C:14]([CH3:17])([CH3:16])[CH3:15])=O, predict the reaction product. The product is: [Br:1][C:2]1[CH:10]=[CH:9][C:5]([C:6]([O:8][C:14]([CH3:17])([CH3:16])[CH3:15])=[O:7])=[CH:4][CH:3]=1. (2) The product is: [Cl:11][CH2:10][C:9]1[O:12][C:5]([C:4]2[CH:3]=[C:2]([Cl:1])[CH:15]=[C:14]([Cl:16])[CH:13]=2)=[N:7][N:8]=1. Given the reactants [Cl:1][C:2]1[CH:3]=[C:4]([CH:13]=[C:14]([Cl:16])[CH:15]=1)[C:5]([NH:7][NH:8][C:9](=[O:12])[CH2:10][Cl:11])=O.C(Cl)(OCC1C=CC=CC=1)=O, predict the reaction product. (3) Given the reactants [CH3:1][C:2]1[N:7]=[C:6]2[S:8][C:9]3[CH2:14][CH2:13][CH2:12][CH2:11][C:10]=3[C:5]2=[C:4]([C:15]2[CH:16]=[N:17][CH:18]=[CH:19][CH:20]=2)[C:3]=1[CH:21]([O:26][C:27]([CH3:30])([CH3:29])[CH3:28])[C:22]([O:24]C)=[O:23].[OH-].[Na+], predict the reaction product. The product is: [CH3:1][C:2]1[N:7]=[C:6]2[S:8][C:9]3[CH2:14][CH2:13][CH2:12][CH2:11][C:10]=3[C:5]2=[C:4]([C:15]2[CH:16]=[N:17][CH:18]=[CH:19][CH:20]=2)[C:3]=1[CH:21]([O:26][C:27]([CH3:30])([CH3:29])[CH3:28])[C:22]([OH:24])=[O:23]. (4) The product is: [C:1]([O:5][C:6](=[O:31])[N:7]([C:17]1[CH:22]=[C:21]([CH2:23][C@H:24]2[C:27](=[O:28])[N:26]([C:33](=[O:34])[NH:32][C@@H:35]([C:37]3[CH:42]=[CH:41][CH:40]=[CH:39][CH:38]=3)[CH3:36])[C@@H:25]2[C:29]#[N:30])[CH:20]=[CH:19][N:18]=1)[CH2:8][C:9]1[CH:14]=[CH:13][C:12]([O:15][CH3:16])=[CH:11][CH:10]=1)([CH3:4])([CH3:2])[CH3:3]. Given the reactants [C:1]([O:5][C:6](=[O:31])[N:7]([C:17]1[CH:22]=[C:21]([CH2:23][C@H:24]2[C:27](=[O:28])[NH:26][C@@H:25]2[C:29]#[N:30])[CH:20]=[CH:19][N:18]=1)[CH2:8][C:9]1[CH:14]=[CH:13][C:12]([O:15][CH3:16])=[CH:11][CH:10]=1)([CH3:4])([CH3:3])[CH3:2].[N:32]([C@@H:35]([C:37]1[CH:42]=[CH:41][CH:40]=[CH:39][CH:38]=1)[CH3:36])=[C:33]=[O:34], predict the reaction product. (5) Given the reactants [Cl:1][C:2]1[CH:3]=[C:4]([CH:21]=[CH:22][CH:23]=1)[CH2:5][NH:6][C:7]1[N:20]=[C:10]2[C:11]([O:18][CH3:19])=[CH:12][C:13]([C:15]([OH:17])=O)=[CH:14][N:9]2[N:8]=1.[CH3:24][C:25]([OH:35])([CH3:34])[CH2:26][CH:27]1[CH2:32][O:31][CH:30]([CH3:33])[CH2:29][NH:28]1.C(N(CC)C(C)C)(C)C.CN(C(ON1N=NC2C=CC=NC1=2)=[N+](C)C)C.F[P-](F)(F)(F)(F)F, predict the reaction product. The product is: [Cl:1][C:2]1[CH:3]=[C:4]([CH:21]=[CH:22][CH:23]=1)[CH2:5][NH:6][C:7]1[N:20]=[C:10]2[C:11]([O:18][CH3:19])=[CH:12][C:13]([C:15]([N:28]3[CH:27]([CH2:26][C:25]([OH:35])([CH3:24])[CH3:34])[CH2:32][O:31][CH:30]([CH3:33])[CH2:29]3)=[O:17])=[CH:14][N:9]2[N:8]=1. (6) Given the reactants [CH:1]([O:4][C:5]([C:7]1[CH:12]=[C:11](B(O)O)[CH:10]=[CH:9][N:8]=1)=[O:6])([CH3:3])[CH3:2].C(=O)([O-])[O-].[K+].[K+].Br[C:23]1[CH:24]=[CH:25][C:26]([C:29]([OH:32])([CH3:31])[CH3:30])=[N:27][CH:28]=1, predict the reaction product. The product is: [OH:32][C:29]([C:26]1[N:27]=[CH:28][C:23]([C:11]2[CH:10]=[CH:9][N:8]=[C:7]([C:5]([O:4][CH:1]([CH3:3])[CH3:2])=[O:6])[CH:12]=2)=[CH:24][CH:25]=1)([CH3:31])[CH3:30].